From a dataset of Full USPTO retrosynthesis dataset with 1.9M reactions from patents (1976-2016). Predict the reactants needed to synthesize the given product. (1) Given the product [Si:1]([O:8][C@H:9]1[CH2:18][C:17]2([CH2:21][CH2:20][CH2:19]2)[CH2:16][C:15]2[N:14]=[C:13]([CH:22]([CH3:24])[CH3:23])[C:12]([C@@H:25]([OH:26])[C:34]3[CH:35]=[CH:36][C:37]([C:42]([F:43])([F:44])[F:45])=[C:38]([CH:41]=3)[C:39]#[N:40])=[C:11]([C:27]3[CH2:28][CH2:29][O:30][CH2:31][CH:32]=3)[C:10]1=2)([C:4]([CH3:6])([CH3:7])[CH3:5])([CH3:2])[CH3:3], predict the reactants needed to synthesize it. The reactants are: [Si:1]([O:8][C@H:9]1[CH2:18][C:17]2([CH2:21][CH2:20][CH2:19]2)[CH2:16][C:15]2[N:14]=[C:13]([CH:22]([CH3:24])[CH3:23])[C:12]([CH:25]=[O:26])=[C:11]([C:27]3[CH2:28][CH2:29][O:30][CH2:31][CH:32]=3)[C:10]1=2)([C:4]([CH3:7])([CH3:6])[CH3:5])([CH3:3])[CH3:2].I[C:34]1[CH:35]=[CH:36][C:37]([C:42]([F:45])([F:44])[F:43])=[C:38]([CH:41]=1)[C:39]#[N:40].C([Mg]Cl)(C)C.[Cl-].[Li+].C([Mg]Cl)(C)C. (2) Given the product [N:8]1[CH:9]=[CH:10][N:11]=[CH:12][C:7]=1[CH:4]([NH2:1])[CH2:5][CH3:6], predict the reactants needed to synthesize it. The reactants are: [N:1]([CH:4]([C:7]1[CH:12]=[N:11][CH:10]=[CH:9][N:8]=1)[CH2:5][CH3:6])=[N+]=[N-].C1C=CC(P(C2C=CC=CC=2)C2C=CC=CC=2)=CC=1.CO. (3) Given the product [OH:22][C:23]1[CH:28]=[CH:27][C:26]([CH2:29][CH2:30][CH2:31][CH2:32][Br:20])=[CH:25][CH:24]=1, predict the reactants needed to synthesize it. The reactants are: C1(P(C2C=CC=CC=2)C2C=CC=CC=2)C=CC=CC=1.[Br:20]Br.[OH:22][C:23]1[CH:28]=[CH:27][C:26]([CH2:29][CH2:30][CH2:31][CH2:32]O)=[CH:25][CH:24]=1.N1C=CN=C1. (4) Given the product [F:1][C:2]1[CH:10]=[C:9]2[C:5]([C:6]([C:11]3[CH:12]=[CH:13][C:14]([N:17]([CH3:18])[S:20]([CH3:19])(=[O:22])=[O:21])=[N:15][CH:16]=3)=[CH:7][NH:8]2)=[CH:4][CH:3]=1, predict the reactants needed to synthesize it. The reactants are: [F:1][C:2]1[CH:10]=[C:9]2[C:5]([C:6]([C:11]3[CH:12]=[CH:13][C:14]([NH:17][CH3:18])=[N:15][CH:16]=3)=[CH:7][NH:8]2)=[CH:4][CH:3]=1.[CH3:19][S:20](Cl)(=[O:22])=[O:21]. (5) Given the product [C:27]([C:25]1[N:26]=[C:21]([O:1][C@H:2]2[CH2:6][CH2:5][N:4]([C:7]([O:9][C:10]([CH3:13])([CH3:12])[CH3:11])=[O:8])[CH2:3]2)[C:22]([CH3:29])=[CH:23][CH:24]=1)#[N:28], predict the reactants needed to synthesize it. The reactants are: [OH:1][C@H:2]1[CH2:6][CH2:5][N:4]([C:7]([O:9][C:10]([CH3:13])([CH3:12])[CH3:11])=[O:8])[CH2:3]1.C([O-])([O-])=O.[Cs+].[Cs+].Cl[C:21]1[N:26]=[C:25]([C:27]#[N:28])[CH:24]=[CH:23][C:22]=1[CH3:29]. (6) Given the product [Br:1][C:2]1[CH:3]=[C:4]([O:10][C:11]2[CH:16]=[CH:15][CH:14]=[C:13]([O:17][CH3:18])[CH:12]=2)[C:5]([Cl:27])=[CH:7][C:8]=1[F:9], predict the reactants needed to synthesize it. The reactants are: [Br:1][C:2]1[C:8]([F:9])=[CH:7][C:5](N)=[C:4]([O:10][C:11]2[CH:16]=[CH:15][CH:14]=[C:13]([O:17][CH3:18])[CH:12]=2)[CH:3]=1.N(OCCC(C)C)=O.[ClH:27].O. (7) Given the product [CH3:1][CH:2]1[C:4](=[O:5])[C:13]2=[CH:14][C:15]3[CH2:16][CH2:17][CH2:18][CH2:19][C:20]=3[CH:11]=[C:12]2[CH2:3]1, predict the reactants needed to synthesize it. The reactants are: [CH3:1][C:2]([C:4](Cl)=[O:5])=[CH2:3].[Al+3].[Cl-].[Cl-].[Cl-].[CH2:11]1[C:20]2[C:15](=[CH:16][CH:17]=[CH:18][CH:19]=2)[CH2:14][CH2:13][CH2:12]1.